Predict which catalyst facilitates the given reaction. From a dataset of Catalyst prediction with 721,799 reactions and 888 catalyst types from USPTO. (1) Reactant: [F:1][C:2]([F:12])([C:6]1[CH:11]=[CH:10][CH:9]=[CH:8][CH:7]=1)[C:3]([NH2:5])=O.B.C(=O)([O-])[O-].[K+].[K+]. Product: [F:1][C:2]([F:12])([C:6]1[CH:7]=[CH:8][CH:9]=[CH:10][CH:11]=1)[CH2:3][NH2:5]. The catalyst class is: 30. (2) Reactant: I[C@H:2]1[CH2:19][CH2:18][C@@:17]2([CH3:20])[C:4](=[CH:5][CH2:6][C@@H:7]3[C@@H:16]2[CH2:15][CH2:14][C@@:12]2([CH3:13])[C@H:8]3[CH2:9][CH2:10][C:11]2=[O:21])[CH2:3]1.C(O)(=[O:24])C. Product: [CH3:20][C@@:17]12[C@H:16]3[CH2:15][CH2:14][C@:12]4([CH3:13])[C:11](=[O:21])[CH2:10][CH2:9][C@H:8]4[C@@H:7]3[CH2:6][CH2:5][C@H:4]1[CH2:3][C@@H:2]([OH:24])[CH2:19][CH2:18]2. The catalyst class is: 401. (3) Reactant: C(N(CCCC)[C@H:6]([CH3:15])[C@H:7]([C:9]1[CH:14]=[CH:13][CH:12]=[CH:11][CH:10]=1)[OH:8])CCC.C(C1C=C(C=CC=1)[C:25]([O:27][C:28]([CH3:31])([CH3:30])[CH3:29])=[O:26])=O.C([Zn]CC)C.[Cl-].[NH4+].Cl. Product: [OH:8][C@H:7]([C:9]1[CH:10]=[C:11]([CH:12]=[CH:13][CH:14]=1)[C:25]([O:27][C:28]([CH3:31])([CH3:30])[CH3:29])=[O:26])[CH2:6][CH3:15]. The catalyst class is: 345. (4) Reactant: [N+:1]([C:4]1[CH:5]=[C:6]([OH:13])[CH:7]=[CH:8][C:9]=1[N+:10]([O-:12])=[O:11])([O-:3])=[O:2].[CH2:14](Br)[C:15]1[CH:20]=[CH:19][CH:18]=[CH:17][CH:16]=1.C(=O)([O-])[O-].[K+].[K+]. Product: [CH2:14]([O:13][C:6]1[CH:7]=[CH:8][C:9]([N+:10]([O-:12])=[O:11])=[C:4]([N+:1]([O-:3])=[O:2])[CH:5]=1)[C:15]1[CH:20]=[CH:19][CH:18]=[CH:17][CH:16]=1. The catalyst class is: 9. (5) Product: [CH3:10][O:11][N:12]([CH3:13])[C:7]([CH:5]1[CH2:4][CH:3]([O:2][CH3:1])[CH2:6]1)=[O:9]. Reactant: [CH3:1][O:2][CH:3]1[CH2:6][CH:5]([C:7]([OH:9])=O)[CH2:4]1.[CH3:10][O:11][NH:12][CH3:13].Cl.CN(C(ON1N=NC2C=CC=NC1=2)=[N+](C)C)C.F[P-](F)(F)(F)(F)F.CCN(C(C)C)C(C)C. The catalyst class is: 229. (6) Reactant: [C:1]([O:5][C:6]([NH:8][C:9]1[CH:14]=[CH:13][C:12]([NH2:15])=[CH:11][CH:10]=1)=[O:7])([CH3:4])([CH3:3])[CH3:2].C(N(CC)CC)C.[F:23][C:24]1[CH:32]=[CH:31][CH:30]=[CH:29][C:25]=1[C:26](Cl)=[O:27]. Product: [C:1]([O:5][C:6](=[O:7])[NH:8][C:9]1[CH:10]=[CH:11][C:12]([NH:15][C:26](=[O:27])[C:25]2[CH:29]=[CH:30][CH:31]=[CH:32][C:24]=2[F:23])=[CH:13][CH:14]=1)([CH3:4])([CH3:2])[CH3:3]. The catalyst class is: 4. (7) Reactant: [F:1][C:2]1[CH:7]=[CH:6][CH:5]=[CH:4][C:3]=1[C@:8]12[CH2:15][C@@H:14]([O:16][CH2:17][C:18]3[CH:23]=[CH:22][C:21]([F:24])=[C:20]([F:25])[CH:19]=3)[CH2:13][C@H:12]1[CH2:11][O:10][NH:9]2.C(=O)(O)[O-].[Na+].C(OCC)(=O)C. Product: [NH2:9][C@@:8]1([C:3]2[CH:4]=[CH:5][CH:6]=[CH:7][C:2]=2[F:1])[CH2:15][C@@H:14]([O:16][CH2:17][C:18]2[CH:23]=[CH:22][C:21]([F:24])=[C:20]([F:25])[CH:19]=2)[CH2:13][C@H:12]1[CH2:11][OH:10]. The catalyst class is: 183.